This data is from hERG Central: cardiac toxicity at 1µM, 10µM, and general inhibition. The task is: Predict hERG channel inhibition at various concentrations. (1) The molecule is CCOC(=O)c1cnc2c(C)c(C)ccc2c1NCCCN1CCOCC1. Results: hERG_inhib (hERG inhibition (general)): blocker. (2) The drug is OCC1(CCc2ccccc2)CCN(Cc2cnn(-c3ccc(F)cc3)c2)CC1. Results: hERG_inhib (hERG inhibition (general)): blocker. (3) The compound is COc1ccccc1N(C)S(=O)(=O)c1ccc(Cl)c(C(=O)Nc2ccncc2)c1. Results: hERG_inhib (hERG inhibition (general)): blocker. (4) The molecule is O=C(c1ccccc1C(=O)N1CCN(c2ccc(F)cc2)CC1)N1CCN(c2ccc(F)cc2)CC1. Results: hERG_inhib (hERG inhibition (general)): blocker. (5) The drug is Cn1c(=O)c2c(nc(CN3CCN(Cc4ccccc4)CC3)n2Cc2ccc(F)cc2)n(C)c1=O. Results: hERG_inhib (hERG inhibition (general)): blocker.